Dataset: Full USPTO retrosynthesis dataset with 1.9M reactions from patents (1976-2016). Task: Predict the reactants needed to synthesize the given product. (1) The reactants are: Cl.[Br:2][C:3]1[CH:4]=[C:5]([CH2:10][CH2:11][C:12](=[NH:14])[NH2:13])[CH:6]=[CH:7][C:8]=1[F:9].C(=O)([O-])[O-].[K+].[K+].[CH:21]([CH:23]([CH2:29][C:30]1[CH:31]=[N:32][CH:33]=[N:34][CH:35]=1)[C:24](OCC)=O)=[O:22]. Given the product [Br:2][C:3]1[CH:4]=[C:5]([CH:6]=[CH:7][C:8]=1[F:9])[CH2:10][CH2:11][C:12]1[NH:13][CH:24]=[C:23]([CH2:29][C:30]2[CH:35]=[N:34][CH:33]=[N:32][CH:31]=2)[C:21](=[O:22])[N:14]=1, predict the reactants needed to synthesize it. (2) Given the product [NH2:26][C:23]1[N:22]=[CH:21][C:20]([C:19]#[C:18][C:11]2[C:12]([CH2:16][CH3:17])=[N:13][CH:14]=[CH:15][C:10]=2[C:7]2[CH:8]=[CH:9][C:4]([C:3]([OH:29])=[O:2])=[C:5]([O:27][CH3:28])[CH:6]=2)=[CH:25][CH:24]=1, predict the reactants needed to synthesize it. The reactants are: C[O:2][C:3](=[O:29])[C:4]1[CH:9]=[CH:8][C:7]([C:10]2[CH:15]=[CH:14][N:13]=[C:12]([CH2:16][CH3:17])[C:11]=2[C:18]#[C:19][C:20]2[CH:21]=[N:22][C:23]([NH2:26])=[CH:24][CH:25]=2)=[CH:6][C:5]=1[O:27][CH3:28].[OH-].[Na+]. (3) Given the product [CH2:21]([C:3]1([CH2:1][CH3:2])[CH2:8][CH2:7][CH:6]([C:9]2[CH:14]=[CH:13][CH:12]=[CH:11][C:10]=2[N:15]2[CH2:16][CH2:17][N:18]([C:30](=[O:34])[CH2:31][CH2:32][CH3:33])[CH2:19][CH2:20]2)[CH2:5][CH2:4]1)[CH3:22], predict the reactants needed to synthesize it. The reactants are: [CH2:1]([C:3]1([CH2:21][CH3:22])[CH2:8][CH2:7][CH:6]([C:9]2[CH:14]=[CH:13][CH:12]=[CH:11][C:10]=2[N:15]2[CH2:20][CH2:19][NH:18][CH2:17][CH2:16]2)[CH2:5][CH2:4]1)[CH3:2].C(N(CC)CC)C.[C:30](Cl)(=[O:34])[CH2:31][CH2:32][CH3:33].C(=O)([O-])O.[Na+]. (4) Given the product [F:23][C:22]1[CH:21]=[C:20]([CH3:24])[CH:19]=[C:18]([F:25])[C:17]=1[CH2:16][O:15][C:12]1[C:11]([C:26]([NH2:27])=[O:28])=[C:10]([NH:9][C:8]([NH:30][CH2:31][CH2:32][CH2:33][N:34]2[CH2:35][CH2:36][N:37]([CH3:40])[CH2:38][CH2:39]2)=[O:29])[S:14][N:13]=1, predict the reactants needed to synthesize it. The reactants are: C1(O[C:8](=[O:29])[NH:9][C:10]2[S:14][N:13]=[C:12]([O:15][CH2:16][C:17]3[C:22]([F:23])=[CH:21][C:20]([CH3:24])=[CH:19][C:18]=3[F:25])[C:11]=2[C:26](=[O:28])[NH2:27])C=CC=CC=1.[NH2:30][CH2:31][CH2:32][CH2:33][N:34]1[CH2:39][CH2:38][N:37]([CH3:40])[CH2:36][CH2:35]1. (5) Given the product [N:5]1[N:6]2[C:7]([CH2:8][O:9][CH2:10][CH2:11]2)=[CH:12][C:4]=1[NH2:1], predict the reactants needed to synthesize it. The reactants are: [N+:1]([C:4]1[CH:12]=[C:7]2[CH2:8][O:9][CH2:10][CH2:11][N:6]2[N:5]=1)([O-])=O. (6) Given the product [I:16][C:17]1[CH:18]=[C:19]([CH:22]=[CH:23][CH:24]=1)[CH2:20][O:15][CH2:14][C:2]1([CH3:1])[O:7][C:6]2=[N:8][C:9]([N+:11]([O-:13])=[O:12])=[CH:10][N:5]2[CH2:4][CH2:3]1, predict the reactants needed to synthesize it. The reactants are: [CH3:1][C:2]1([CH2:14][OH:15])[O:7][C:6]2=[N:8][C:9]([N+:11]([O-:13])=[O:12])=[CH:10][N:5]2[CH2:4][CH2:3]1.[I:16][C:17]1[CH:18]=[C:19]([CH:22]=[CH:23][CH:24]=1)[CH2:20]Br.[H-].[Na+]. (7) Given the product [CH2:28]([O:27][C:25](=[O:26])[CH2:24][CH2:23][NH:20][C:21]([NH:1][C:2]1[S:3][C:4]([C:8]2[CH:9]=[CH:10][C:11]([S:14](=[O:15])(=[O:16])[N:17]([CH3:18])[CH3:19])=[CH:12][CH:13]=2)=[C:5]([CH3:7])[N:6]=1)=[O:22])[CH3:29], predict the reactants needed to synthesize it. The reactants are: [NH2:1][C:2]1[S:3][C:4]([C:8]2[CH:13]=[CH:12][C:11]([S:14]([N:17]([CH3:19])[CH3:18])(=[O:16])=[O:15])=[CH:10][CH:9]=2)=[C:5]([CH3:7])[N:6]=1.[N:20]([CH2:23][CH2:24][C:25]([O:27][CH2:28][CH3:29])=[O:26])=[C:21]=[O:22]. (8) Given the product [Cl:1][C:2]1[CH:3]=[C:4]([CH:20]=[CH:21][C:22]=1[C:23]([N:25]1[CH2:29][CH2:28][CH2:27][C@H:26]1[CH2:30][C:31]([OH:33])=[O:32])=[O:24])[C:5]([NH:7][C@H:8]([C:10]1[NH:14][C:13]2[CH:15]=[CH:16][C:17]([Cl:19])=[CH:18][C:12]=2[N:11]=1)[CH3:9])=[O:6], predict the reactants needed to synthesize it. The reactants are: [Cl:1][C:2]1[CH:3]=[C:4]([CH:20]=[CH:21][C:22]=1[C:23]([N:25]1[CH2:29][CH2:28][CH2:27][C@H:26]1[CH2:30][C:31]([O:33]CC)=[O:32])=[O:24])[C:5]([NH:7][C@H:8]([C:10]1[NH:14][C:13]2[CH:15]=[CH:16][C:17]([Cl:19])=[CH:18][C:12]=2[N:11]=1)[CH3:9])=[O:6].[OH-].[Li+].CO.ClCl. (9) Given the product [Br:1][C:2]1[CH:10]=[CH:9][C:5]([C:6]([NH:12][CH3:11])=[O:7])=[CH:4][N:3]=1, predict the reactants needed to synthesize it. The reactants are: [Br:1][C:2]1[CH:10]=[CH:9][C:5]([C:6](O)=[O:7])=[CH:4][N:3]=1.[CH3:11][NH2:12]. (10) Given the product [CH3:13][S:14]([O:5][CH2:2][C:3]#[C:4][CH3:6])(=[O:16])=[O:15], predict the reactants needed to synthesize it. The reactants are: C[CH:2]([OH:5])[C:3]#[CH:4].[CH2:6](N(CC)CC)C.[CH3:13][S:14](Cl)(=[O:16])=[O:15].